From a dataset of Forward reaction prediction with 1.9M reactions from USPTO patents (1976-2016). Predict the product of the given reaction. (1) The product is: [CH3:32][C@H:6]1[CH2:5][NH:4][C@H:9]([CH3:10])[CH2:8][N:7]1[C@@H:11]([C:25]1[CH:30]=[CH:29][CH:28]=[C:27]([OH:31])[CH:26]=1)[C:12]1[CH:24]=[CH:23][C:15]([C:16]([N:18]([CH2:21][CH3:22])[CH2:19][CH3:20])=[O:17])=[CH:14][CH:13]=1. Given the reactants C([N:4]1[C@H:9]([CH3:10])[CH2:8][N:7]([C@@H:11]([C:25]2[CH:30]=[CH:29][CH:28]=[C:27]([OH:31])[CH:26]=2)[C:12]2[CH:24]=[CH:23][C:15]([C:16]([N:18]([CH2:21][CH3:22])[CH2:19][CH3:20])=[O:17])=[CH:14][CH:13]=2)[C@@H:6]([CH3:32])[CH2:5]1)C=C.C(O)(=O)C1C(=CC=CC=1)S, predict the reaction product. (2) Given the reactants [Cl:1][C:2]1[CH:7]=[CH:6][C:5]([OH:8])=[C:4]([O:9][C:10]2[CH:15]=[CH:14][CH:13]=[CH:12][CH:11]=2)[CH:3]=1.[Br:16][C:17]1[CH:22]=[CH:21][CH:20]=[C:19](I)[CH:18]=1.CC(C)(C(=O)CC(=O)C(C)(C)C)C.C(=O)([O-])[O-].[Cs+].[Cs+], predict the reaction product. The product is: [Br:16][C:17]1[CH:18]=[C:19]([CH:20]=[CH:21][CH:22]=1)[O:8][C:5]1[CH:6]=[CH:7][C:2]([Cl:1])=[CH:3][C:4]=1[O:9][C:10]1[CH:15]=[CH:14][CH:13]=[CH:12][CH:11]=1. (3) Given the reactants [CH3:1][O:2][C:3]1[CH:9]=[C:8](B2OC(C)(C)C(C)(C)O2)[CH:7]=[CH:6][C:4]=1[NH2:5].I[C:20]1[CH:21]=[N:22][N:23]([CH2:25][CH2:26][N:27]2[CH2:32][CH2:31][N:30]([CH3:33])[CH2:29][CH2:28]2)[CH:24]=1.C(Cl)Cl.C(=O)([O-])[O-].[Na+].[Na+], predict the reaction product. The product is: [CH3:1][O:2][C:3]1[CH:9]=[C:8]([C:20]2[CH:21]=[N:22][N:23]([CH2:25][CH2:26][N:27]3[CH2:28][CH2:29][N:30]([CH3:33])[CH2:31][CH2:32]3)[CH:24]=2)[CH:7]=[CH:6][C:4]=1[NH2:5].